Dataset: Reaction yield outcomes from USPTO patents with 853,638 reactions. Task: Predict the reaction yield, written as a fraction of the theoretical maximum amount of product (1.0 means a 100% yield; for example, 0.34 means a 34% yield). (1) The reactants are [Br:1][C:2]1[CH:3]=[CH:4][C:5]([O:24][C:25]2[CH:30]=[C:29]([CH3:31])[CH:28]=[C:27]([CH3:32])[CH:26]=2)=[C:6]([S:8]([N:11]2[CH2:16][CH2:15][N:14](C(OC(C)(C)C)=O)[CH2:13][CH2:12]2)(=[O:10])=[O:9])[CH:7]=1.[ClH:33].O1CCOCC1. The catalyst is C(Cl)Cl. The product is [ClH:33].[Br:1][C:2]1[CH:3]=[CH:4][C:5]([O:24][C:25]2[CH:26]=[C:27]([CH3:32])[CH:28]=[C:29]([CH3:31])[CH:30]=2)=[C:6]([S:8]([N:11]2[CH2:16][CH2:15][NH:14][CH2:13][CH2:12]2)(=[O:10])=[O:9])[CH:7]=1. The yield is 0.902. (2) The reactants are [Cl:1][C:2]1[CH:7]=[CH:6][N:5]=[C:4]2[NH:8][C:9]([C:11]3[CH:16]=[CH:15][C:14]([CH2:17][N:18]4[CH2:23][CH2:22][O:21][CH2:20][CH2:19]4)=[CH:13][CH:12]=3)=[N:10][C:3]=12.[OH:24][CH2:25][C:26]1[CH:31]=[CH:30][C:29](B(O)O)=[CH:28][CH:27]=1.[C:35](=O)([O-])[O-].[Na+].[Na+]. The catalyst is C1C=CC(P(C2C=CC=CC=2)[C-]2C=CC=C2)=CC=1.C1C=CC(P(C2C=CC=CC=2)[C-]2C=CC=C2)=CC=1.Cl[Pd]Cl.[Fe+2]. The product is [ClH:1].[N:18]1([CH2:17][C:14]2[CH:15]=[CH:16][C:11]([C:9]3[NH:8][C:4]4=[N:5][CH:6]=[CH:7][C:2]([C:29]5[CH:30]=[CH:31][C:26]([C:25](=[O:24])[CH3:35])=[CH:27][CH:28]=5)=[C:3]4[N:10]=3)=[CH:12][CH:13]=2)[CH2:23][CH2:22][O:21][CH2:20][CH2:19]1. The yield is 0.270. (3) The reactants are [Br:1][C:2]1[CH:3]=[CH:4][C:5]2[N:6]([CH2:16][CH:17]3[O:21][C:20](=[O:22])[NH:19][CH2:18]3)[C:7]3[C:12]([C:13]=2[CH:14]=1)=[CH:11][C:10]([Br:15])=[CH:9][CH:8]=3.I[C:24]1[CH:29]=[CH:28][CH:27]=[CH:26][N:25]=1.C([O-])([O-])=O.[K+].[K+].C(Cl)Cl.CCOC(C)=O. The catalyst is CS(C)=O.CCOC(C)=O.[Cu]I. The product is [Br:15][C:10]1[CH:9]=[CH:8][C:7]2[N:6]([CH2:16][CH:17]3[O:21][C:20](=[O:22])[N:19]([C:24]4[CH:29]=[CH:28][CH:27]=[CH:26][N:25]=4)[CH2:18]3)[C:5]3[C:13]([C:12]=2[CH:11]=1)=[CH:14][C:2]([Br:1])=[CH:3][CH:4]=3. The yield is 0.794. (4) The reactants are [NH2:1][C:2]1[S:3][C:4]([N:12]2[CH2:17][CH2:16][O:15][CH2:14][CH2:13]2)=[C:5]([C:7]2[O:8][CH:9]=[CH:10][CH:11]=2)[N:6]=1.[Cl:18][C:19]1[CH:27]=[CH:26][C:22]([C:23](Cl)=[O:24])=[CH:21][N:20]=1. The catalyst is N1C=CC=CC=1. The yield is 0.590. The product is [Cl:18][C:19]1[CH:27]=[CH:26][C:22]([C:23]([NH:1][C:2]2[S:3][C:4]([N:12]3[CH2:13][CH2:14][O:15][CH2:16][CH2:17]3)=[C:5]([C:7]3[O:8][CH:9]=[CH:10][CH:11]=3)[N:6]=2)=[O:24])=[CH:21][N:20]=1. (5) The reactants are [Si:1]([O:8][CH2:9][CH2:10][CH2:11][NH:12][C:13](=[O:22])[O:14][CH2:15][C:16]1[CH:21]=[CH:20][CH:19]=[CH:18][CH:17]=1)([C:4]([CH3:7])([CH3:6])[CH3:5])([CH3:3])[CH3:2].[H-].[Na+].I[CH3:26]. The catalyst is O1CCCC1. The product is [Si:1]([O:8][CH2:9][CH2:10][CH2:11][N:12]([CH3:26])[C:13](=[O:22])[O:14][CH2:15][C:16]1[CH:17]=[CH:18][CH:19]=[CH:20][CH:21]=1)([C:4]([CH3:6])([CH3:7])[CH3:5])([CH3:3])[CH3:2]. The yield is 0.940. (6) The reactants are C([Li])CCC.CCCCCC.[CH2:12]([C:14]([C:26]1[CH:31]=[CH:30][C:29]([OH:32])=[C:28]([CH3:33])[CH:27]=1)([C:17]1[CH:22]=[CH:21][C:20]([C:23]#[CH:24])=[C:19]([CH3:25])[CH:18]=1)[CH2:15][CH3:16])[CH3:13].[CH3:34][CH2:35][C:36](=[O:39])[CH2:37][CH3:38]. The catalyst is O1CCCC1. The product is [CH2:12]([C:14]([C:26]1[CH:31]=[CH:30][C:29]([OH:32])=[C:28]([CH3:33])[CH:27]=1)([C:17]1[CH:22]=[CH:21][C:20]([C:23]#[C:24][C:36]([CH2:37][CH3:38])([OH:39])[CH2:35][CH3:34])=[C:19]([CH3:25])[CH:18]=1)[CH2:15][CH3:16])[CH3:13]. The yield is 0.620. (7) The reactants are [CH3:1][O:2][C:3]1[CH:4]=[C:5]2[O:9][C:8]([C:10]3[N:11]=[C:12]4[N:16]([CH:17]=3)[N:15]=[C:14]([O:18][CH3:19])[S:13]4)=[CH:7][C:6]2=[C:20]([OH:22])[CH:21]=1.[OH:23][C:24]1([C:37]2[S:38][CH:39]=[C:40]([CH2:42]O)[N:41]=2)[CH2:29][CH2:28][N:27]([C:30]([O:32][C:33]([CH3:36])([CH3:35])[CH3:34])=[O:31])[CH2:26][CH2:25]1.C(P(CCCC)CCCC)CCC.C1CCN(C(N=NC(N2CCCCC2)=O)=O)CC1. The catalyst is C1COCC1. The product is [OH:23][C:24]1([C:37]2[S:38][CH:39]=[C:40]([CH2:42][O:22][C:20]3[C:6]4[CH:7]=[C:8]([C:10]5[N:11]=[C:12]6[N:16]([CH:17]=5)[N:15]=[C:14]([O:18][CH3:19])[S:13]6)[O:9][C:5]=4[CH:4]=[C:3]([O:2][CH3:1])[CH:21]=3)[N:41]=2)[CH2:29][CH2:28][N:27]([C:30]([O:32][C:33]([CH3:36])([CH3:35])[CH3:34])=[O:31])[CH2:26][CH2:25]1. The yield is 0.674.